Task: Predict the reactants needed to synthesize the given product.. Dataset: Full USPTO retrosynthesis dataset with 1.9M reactions from patents (1976-2016) (1) Given the product [F:1][C:2]1[CH:3]=[C:4]([CH:9]([NH2:12])[CH3:10])[CH:5]=[C:6]([F:8])[CH:7]=1, predict the reactants needed to synthesize it. The reactants are: [F:1][C:2]1[CH:3]=[C:4]([C:9](=O)[CH3:10])[CH:5]=[C:6]([F:8])[CH:7]=1.[NH3:12].CCO.[BH4-].[Na+]. (2) Given the product [Cl:1][C:2]1[CH:7]=[CH:6][CH:5]=[C:4]([F:8])[C:3]=1[NH:9][C:10]1[NH:14][C:13]2[C:15]3[N:24]=[C:28]([CH3:29])[O:23][C:16]=3[C:17]([C:19]([O:21][CH3:22])=[O:20])=[CH:18][C:12]=2[N:11]=1, predict the reactants needed to synthesize it. The reactants are: [Cl:1][C:2]1[CH:7]=[CH:6][CH:5]=[C:4]([F:8])[C:3]=1[NH:9][C:10]1[NH:14][C:13]2[C:15]([N+:24]([O-])=O)=[C:16]([OH:23])[C:17]([C:19]([O:21][CH3:22])=[O:20])=[CH:18][C:12]=2[N:11]=1.[In].[C:28](O)(=O)[CH3:29].C(OC)(OC)(OC)C. (3) Given the product [Br:10][C:11]1[CH:20]=[CH:19][CH:18]=[CH:17][C:12]=1[C:13]1[O:9][N:8]=[C:5]([CH3:6])[N:7]=1, predict the reactants needed to synthesize it. The reactants are: C(O)C.[Na].[C:5](=[N:8][OH:9])([NH2:7])[CH3:6].[Br:10][C:11]1[CH:20]=[CH:19][CH:18]=[CH:17][C:12]=1[C:13](OC)=O. (4) Given the product [CH3:13][N:15]([CH3:16])[C:33]([C@@H:32]1[CH2:36][C@@H:37]([OH:39])[CH2:38][N:31]1[C:29]([O:28][C:24]([CH3:27])([CH3:26])[CH3:25])=[O:30])=[O:34], predict the reactants needed to synthesize it. The reactants are: O.ON1C2C=CC=CC=2N=N1.Cl.[CH2:13]([N:15]=[C:16]=NCCCN(C)C)C.[C:24]([O:28][C:29]([N:31]1[CH2:38][C@H:37]([OH:39])[CH2:36][C@H:32]1[C:33](O)=[O:34])=[O:30])([CH3:27])([CH3:26])[CH3:25].CNC.